This data is from Catalyst prediction with 721,799 reactions and 888 catalyst types from USPTO. The task is: Predict which catalyst facilitates the given reaction. Reactant: [Cl:1][C:2]1[N:7]=[C:6]([C:8]([OH:10])=[O:9])[CH:5]=[CH:4][N:3]=1.[CH:11]1(N=C=NC2CCCCC2)CCCC[CH2:12]1.C(O)C. Product: [Cl:1][C:2]1[N:7]=[C:6]([C:8]([O:10][CH2:11][CH3:12])=[O:9])[CH:5]=[CH:4][N:3]=1. The catalyst class is: 2.